From a dataset of Forward reaction prediction with 1.9M reactions from USPTO patents (1976-2016). Predict the product of the given reaction. (1) The product is: [N:22]1[CH:21]=[N:20][N:18]2[CH:19]=[C:14]([C:13]3[N:9]([C:4]4[CH:5]=[CH:6][C:7]([F:8])=[C:2]([Cl:1])[CH:3]=4)[C:10](=[O:24])[N:11]([S:42]([C:36]4[CH:41]=[CH:40][CH:39]=[CH:38][CH:37]=4)(=[O:44])=[O:43])[C:12]=3[CH3:23])[CH:15]=[CH:16][C:17]=12. Given the reactants [Cl:1][C:2]1[CH:3]=[C:4]([N:9]2[C:13]([C:14]3[CH:15]=[CH:16][C:17]4[N:18]([N:20]=[CH:21][N:22]=4)[CH:19]=3)=[C:12]([CH3:23])[NH:11][C:10]2=[O:24])[CH:5]=[CH:6][C:7]=1[F:8].CN(C)C=O.CC(C)([O-])C.[K+].[C:36]1([S:42](Cl)(=[O:44])=[O:43])[CH:41]=[CH:40][CH:39]=[CH:38][CH:37]=1, predict the reaction product. (2) Given the reactants Br[CH2:2][C:3]([NH:5][C:6]1[CH:11]=[CH:10][CH:9]=[C:8]([C:12]2[CH:21]=[N:20][C:19]3[C:14](=[CH:15][CH:16]=[CH:17][CH:18]=3)[N:13]=2)[CH:7]=1)=[O:4].[OH:22][CH:23]1[CH2:28][CH2:27][NH:26][CH2:25][CH2:24]1, predict the reaction product. The product is: [OH:22][CH:23]1[CH2:28][CH2:27][N:26]([CH2:2][C:3]([NH:5][C:6]2[CH:11]=[CH:10][CH:9]=[C:8]([C:12]3[CH:21]=[N:20][C:19]4[C:14](=[CH:15][CH:16]=[CH:17][CH:18]=4)[N:13]=3)[CH:7]=2)=[O:4])[CH2:25][CH2:24]1. (3) Given the reactants CCN=C=NCCCN(C)C.[O:12]=[C:13]1[N:17]([CH:18]([C:22]2[CH:27]=[CH:26][CH:25]=[CH:24][CH:23]=2)[C:19]([OH:21])=O)[C:16]2[CH:28]=[CH:29][CH:30]=[CH:31][C:15]=2[NH:14]1.C1C=CC2N(O)N=NC=2C=1.[N:42]1[CH:47]=[CH:46][C:45]([N:48]2[CH2:53][CH2:52][NH:51][CH2:50][CH2:49]2)=[CH:44][CH:43]=1.C(N(C(C)C)C(C)C)C.C(=O)([O-])[O-].[K+].[K+], predict the reaction product. The product is: [O:21]=[C:19]([N:51]1[CH2:52][CH2:53][N:48]([C:45]2[CH:46]=[CH:47][N:42]=[CH:43][CH:44]=2)[CH2:49][CH2:50]1)[CH:18]([N:17]1[C:16]2[CH:28]=[CH:29][CH:30]=[CH:31][C:15]=2[NH:14][C:13]1=[O:12])[C:22]1[CH:23]=[CH:24][CH:25]=[CH:26][CH:27]=1. (4) Given the reactants [CH3:1][C:2]1[O:6][N:5]=[C:4]([C:7]2[CH:14]=[CH:13][C:10]([CH2:11][NH2:12])=[C:9]([N+:15]([O-:17])=[O:16])[CH:8]=2)[N:3]=1.[CH3:18][O:19][C:20]1[CH:21]=[C:22]([CH:26]=[C:27]([O:30][CH3:31])[C:28]=1[CH3:29])[C:23](O)=[O:24].CCN=C=NCCCN(C)C.C1C=NC2N(O)N=NC=2C=1, predict the reaction product. The product is: [CH3:31][O:30][C:27]1[CH:26]=[C:22]([CH:21]=[C:20]([O:19][CH3:18])[C:28]=1[CH3:29])[C:23]([NH:12][CH2:11][C:10]1[CH:13]=[CH:14][C:7]([C:4]2[N:3]=[C:2]([CH3:1])[O:6][N:5]=2)=[CH:8][C:9]=1[N+:15]([O-:17])=[O:16])=[O:24]. (5) Given the reactants [C:1]([O:5][C:6]([N:8]1[CH2:13][CH2:12][CH:11]([OH:14])[CH2:10][CH2:9]1)=[O:7])([CH3:4])([CH3:3])[CH3:2].CCN(CC)CC.[S:22](Cl)([CH3:25])(=[O:24])=[O:23], predict the reaction product. The product is: [C:1]([O:5][C:6]([N:8]1[CH2:13][CH2:12][CH:11]([O:14][S:22]([CH3:25])(=[O:24])=[O:23])[CH2:10][CH2:9]1)=[O:7])([CH3:4])([CH3:2])[CH3:3]. (6) Given the reactants [Br:1][C:2]1[C:3]([C:9](=[O:15])[C:10]([O:12][CH2:13][CH3:14])=[O:11])=[C:4]([CH3:8])[S:5][C:6]=1[Cl:7].O1CCCC1.[BH4-].[BH4-].[BH4-].[BH4-].[Na+].[Na+].[Na+].[Na+], predict the reaction product. The product is: [Br:1][C:2]1[C:3]([CH:9]([OH:15])[C:10]([O:12][CH2:13][CH3:14])=[O:11])=[C:4]([CH3:8])[S:5][C:6]=1[Cl:7]. (7) The product is: [NH2:16][C:11]1[CH:12]=[N:13][N:14]([CH3:15])[C:10]=1[C:2]12[O:6][CH:7]([CH2:8][CH2:9]1)[CH:5]([OH:22])[CH2:4][CH2:3]2. Given the reactants F[C:2]1([C:10]2[N:14]([CH3:15])[N:13]=[CH:12][C:11]=2[N+:16]([O-])=O)[CH2:9][CH2:8][CH:7]2[CH:5]([O:6]2)[CH2:4][CH2:3]1.C1C[O:22]CC1, predict the reaction product. (8) Given the reactants C(OC([N:8]([CH3:36])[C@H:9]([C:11]([NH:13][C@@H:14]([CH:30]1[CH2:35][CH2:34][CH2:33][CH2:32][CH2:31]1)[C:15]([N:17]1[C@H:22]([C:23]([O:25]C)=O)[CH2:21][N:20]2[CH2:27][CH2:28][CH2:29][C@@H:19]2[CH2:18]1)=[O:16])=[O:12])[CH3:10])=O)(C)(C)C.O.[OH-].[Li+].[ClH:40].Cl.[O:42]1[C:46]2[CH:47]=[CH:48][CH:49]=[CH:50][C:45]=2[CH:44]([NH2:51])[CH2:43]1.F[P-](F)(F)(F)(F)F.N1(OC(N(C)C)=[N+](C)C)C2N=CC=CC=2N=N1.C(N(C(C)C)C(C)C)C.C(OCC)(=O)C.Cl, predict the reaction product. The product is: [ClH:40].[ClH:40].[CH:30]1([C@H:14]([NH:13][C:11](=[O:12])[C@H:9]([CH3:10])[NH:8][CH3:36])[C:15]([N:17]2[C@H:22]([C:23]([NH:51][CH:44]3[C:45]4[CH:50]=[CH:49][CH:48]=[CH:47][C:46]=4[O:42][CH2:43]3)=[O:25])[CH2:21][N:20]3[CH2:27][CH2:28][CH2:29][C@@H:19]3[CH2:18]2)=[O:16])[CH2:35][CH2:34][CH2:33][CH2:32][CH2:31]1.